From a dataset of Reaction yield outcomes from USPTO patents with 853,638 reactions. Predict the reaction yield, written as a fraction of the theoretical maximum amount of product (1.0 means a 100% yield; for example, 0.34 means a 34% yield). (1) The reactants are [OH:1][C:2]1[CH:7]=[C:6]([OH:8])[C:5]([CH:9]([CH3:11])[CH3:10])=[CH:4][C:3]=1[C:12]1[O:16][N:15]=[C:14]([C:17]([NH:19][CH2:20][CH3:21])=[O:18])[C:13]=1[C:22]1[N:26]=[C:25]([CH3:27])[O:24][N:23]=1.C(=O)([O-])[O-].[Na+:32].[Na+]. The catalyst is O. The product is [CH2:20]([NH:19][C:17]([C:14]1[C:13]([C:22]2[N:26]=[C:25]([CH3:27])[O:24][N:23]=2)=[C:12]([C:3]2[CH:4]=[C:5]([CH:9]([CH3:10])[CH3:11])[C:6]([O-:8])=[CH:7][C:2]=2[O-:1])[O:16][N:15]=1)=[O:18])[CH3:21].[Na+:32].[Na+:32]. The yield is 0.960. (2) The reactants are C(OC([NH:11][CH:12]1[N:18]=[C:17]([C:19]2[CH:24]=[CH:23][CH:22]=[CH:21][C:20]=2[F:25])[C:16]2[CH:26]=[CH:27][CH:28]=[C:29]([CH3:30])[C:15]=2[N:14]([CH2:31][C:32]([C:34]2[CH:39]=[CH:38][CH:37]=[CH:36][C:35]=2[N+:40]([O-:42])=[O:41])=[O:33])[C:13]1=[O:43])=O)C1C=CC=CC=1.[BrH:44].O. The catalyst is C(O)(=O)C. The product is [BrH:44].[NH2:11][CH:12]1[N:18]=[C:17]([C:19]2[CH:24]=[CH:23][CH:22]=[CH:21][C:20]=2[F:25])[C:16]2[CH:26]=[CH:27][CH:28]=[C:29]([CH3:30])[C:15]=2[N:14]([CH2:31][C:32]([C:34]2[CH:39]=[CH:38][CH:37]=[CH:36][C:35]=2[N+:40]([O-:42])=[O:41])=[O:33])[C:13]1=[O:43]. The yield is 0.818. (3) The reactants are [Br:1][C:2]1[CH:7]=[CH:6][C:5]([O:8][C:9](=[O:14])[CH:10]=[C:11]([CH3:13])[CH3:12])=[CH:4][CH:3]=1.[Cl-].[Al+3].[Cl-].[Cl-]. The catalyst is ClCCl. The product is [Br:1][C:2]1[CH:3]=[C:4]2[C:5](=[CH:6][CH:7]=1)[O:8][C:9](=[O:14])[CH2:10][C:11]2([CH3:12])[CH3:13]. The yield is 0.570. (4) The reactants are [Cl:1][C:2]1[CH:7]=[CH:6][C:5]([CH2:8][CH2:9][CH2:10][OH:11])=[CH:4][CH:3]=1.[CH3:12]I.[H-].[Na+]. The catalyst is O1CCCC1. The product is [CH3:12][O:11][CH2:10][CH2:9][CH2:8][C:5]1[CH:4]=[CH:3][C:2]([Cl:1])=[CH:7][CH:6]=1. The yield is 0.860. (5) The reactants are [CH3:1][N:2]([S:23]([C:26]1[CH:27]=[N:28][CH:29]=[CH:30][CH:31]=1)(=[O:25])=[O:24])[C:3]1[CH:4]=[CH:5][CH:6]=[C:7]2[C:11]=1[NH:10][C:9]([C:12]1[S:13][CH:14]([CH2:17][C:18](OCC)=[O:19])[CH2:15][N:16]=1)=[CH:8]2.[OH-].[Na+].C(O)(=O)CC(CC(O)=O)(C(O)=O)O.Cl.C[N:49](C)CCCN=C=NCC. The catalyst is O.CN(C)C=O.C(O)C.O1CCCC1. The product is [CH3:1][N:2]([S:23]([C:26]1[CH:27]=[N:28][CH:29]=[CH:30][CH:31]=1)(=[O:24])=[O:25])[C:3]1[CH:4]=[CH:5][CH:6]=[C:7]2[C:11]=1[NH:10][C:9]([C:12]1[S:13][CH:14]([CH2:17][C:18]([NH2:49])=[O:19])[CH2:15][N:16]=1)=[CH:8]2. The yield is 0.420. (6) The reactants are [CH2:1]([O:8][C:9]1[C:14](=[O:15])[CH:13]=[C:12]([CH2:16][NH:17][S:18]([C:21]2[CH:26]=[CH:25][CH:24]=[CH:23][C:22]=2[Cl:27])(=[O:20])=[O:19])[N:11]([CH3:28])[C:10]=1[C:29]([OH:31])=O)[C:2]1[CH:7]=[CH:6][CH:5]=[CH:4][CH:3]=1.[CH3:32][NH:33]C(C1N(C)C(C(S(C2C=CC=CC=2)(=O)=O)N)=CC(=O)C=1OCC1C=CC=CC=1)=O. No catalyst specified. The product is [CH3:32][NH:33][C:29]([C:10]1[N:11]([CH3:28])[C:12]([CH2:16][NH:17][S:18]([C:21]2[CH:26]=[CH:25][CH:24]=[CH:23][C:22]=2[Cl:27])(=[O:19])=[O:20])=[CH:13][C:14](=[O:15])[C:9]=1[O:8][CH2:1][C:2]1[CH:3]=[CH:4][CH:5]=[CH:6][CH:7]=1)=[O:31]. The yield is 0.582.